From a dataset of Peptide-MHC class II binding affinity with 134,281 pairs from IEDB. Regression. Given a peptide amino acid sequence and an MHC pseudo amino acid sequence, predict their binding affinity value. This is MHC class II binding data. The peptide sequence is SQDLELSWNLNGLKAY. The MHC is DRB1_0401 with pseudo-sequence DRB1_0401. The binding affinity (normalized) is 0.585.